From a dataset of Full USPTO retrosynthesis dataset with 1.9M reactions from patents (1976-2016). Predict the reactants needed to synthesize the given product. (1) Given the product [OH:16][C:14]1[CH:13]=[CH:12][C:8]([C:9]([O:31][C:24]2[CH:25]=[CH:26][C:27]3[C:28]4[C:20](=[CH:19][C:18]([O:10][C:9](=[O:11])[C:8]5[CH:12]=[CH:13][C:14]([OH:16])=[CH:15][C:7]=5[F:6])=[CH:30][CH:29]=4)[C:21]([CH3:32])([CH3:33])[C:22]=3[CH:23]=2)=[O:10])=[C:7]([F:6])[CH:15]=1, predict the reactants needed to synthesize it. The reactants are: S(=O)(=O)(O)O.[F:6][C:7]1[CH:15]=[C:14]([OH:16])[CH:13]=[CH:12][C:8]=1[C:9]([OH:11])=[O:10].O[C:18]1[CH:30]=[CH:29][C:28]2[C:27]3[C:22](=[CH:23][C:24]([OH:31])=[CH:25][CH:26]=3)[C:21]([CH3:33])([CH3:32])[C:20]=2[CH:19]=1.B(O)(O)O. (2) Given the product [F:19][C:20]1[CH:21]=[CH:22][C:23]2[S:31][C:30]3[CH2:29][CH2:28][N:27]([C:6]4[CH:7]=[N:8][CH:9]=[CH:10][C:5]=4[CH3:4])[C:26](=[O:32])[C:25]=3[C:24]=2[CH:33]=1, predict the reactants needed to synthesize it. The reactants are: ClC1C=[C:10]2[C:5]([CH2:6][CH2:7][N:8](C3C=NC=CC=3)[C:9]2=O)=[CH:4]C=1.[F:19][C:20]1[CH:21]=[CH:22][C:23]2[S:31][C:30]3[CH2:29][CH2:28][NH:27][C:26](=[O:32])[C:25]=3[C:24]=2[CH:33]=1.IC1C=NC=CC=1C.P([O-])([O-])([O-])=O.[K+].[K+].[K+]. (3) Given the product [BrH:33].[F:1][C:2]1[CH:7]=[C:6]([O:8][C:9]2[C:10]3[N:17]([CH3:18])[CH:16]=[CH:15][C:11]=3[N:12]=[CH:13][N:14]=2)[CH:5]=[CH:4][C:3]=1[NH:19][C:20]([NH:22][C:23]1[CH:28]=[CH:27][CH:26]=[C:25]([C:29]([F:31])([F:30])[F:32])[CH:24]=1)=[O:21], predict the reactants needed to synthesize it. The reactants are: [F:1][C:2]1[CH:7]=[C:6]([O:8][C:9]2[C:10]3[N:17]([CH3:18])[CH:16]=[CH:15][C:11]=3[N:12]=[CH:13][N:14]=2)[CH:5]=[CH:4][C:3]=1[NH:19][C:20]([NH:22][C:23]1[CH:28]=[CH:27][CH:26]=[C:25]([C:29]([F:32])([F:31])[F:30])[CH:24]=1)=[O:21].[BrH:33]. (4) Given the product [CH3:17][O:16][C:14]([C:7]1[CH:8]=[C:9]([NH2:11])[CH:10]=[C:5]([C:3]([O:2][CH3:1])=[O:4])[CH:6]=1)=[O:15], predict the reactants needed to synthesize it. The reactants are: [CH3:1][O:2][C:3]([C:5]1[CH:10]=[C:9]([N+:11]([O-])=O)[CH:8]=[C:7]([C:14]([O:16][CH3:17])=[O:15])[CH:6]=1)=[O:4].CO.Cl. (5) Given the product [Br:29][C:15]1[C:14]2[C:18](=[CH:19][C:8]([C:3]3[CH:4]=[CH:5][CH:6]=[CH:7][C:2]=3[Cl:1])=[C:9]3[C:13]=2[C:12](=[O:27])[NH:11][C:10]3=[O:28])[N:17]([CH2:20][CH2:21][CH2:22][O:23][CH3:24])[C:16]=1[CH:25]=[O:26], predict the reactants needed to synthesize it. The reactants are: [Cl:1][C:2]1[CH:7]=[CH:6][CH:5]=[CH:4][C:3]=1[C:8]1[CH:19]=[C:18]2[C:14]([CH:15]=[C:16]([CH:25]=[O:26])[N:17]2[CH2:20][CH2:21][CH2:22][O:23][CH3:24])=[C:13]2[C:9]=1[C:10](=[O:28])[NH:11][C:12]2=[O:27].[Br:29]Br. (6) Given the product [N+:14]([C:17]1[CH:18]=[N:19][N:20]([CH:2]([C:8]2[CH:13]=[CH:12][CH:11]=[CH:10][CH:9]=2)[C:3]([O:5][CH2:6][CH3:7])=[O:4])[CH:21]=1)([O-:16])=[O:15], predict the reactants needed to synthesize it. The reactants are: Cl[CH:2]([C:8]1[CH:13]=[CH:12][CH:11]=[CH:10][CH:9]=1)[C:3]([O:5][CH2:6][CH3:7])=[O:4].[N+:14]([C:17]1[CH:18]=[N:19][NH:20][CH:21]=1)([O-:16])=[O:15].C(=O)([O-])[O-].[Cs+].[Cs+].